From a dataset of TCR-epitope binding with 47,182 pairs between 192 epitopes and 23,139 TCRs. Binary Classification. Given a T-cell receptor sequence (or CDR3 region) and an epitope sequence, predict whether binding occurs between them. (1) The epitope is KTSVDCTMYI. The TCR CDR3 sequence is CASSSGTSGRTDTQYF. Result: 1 (the TCR binds to the epitope). (2) The epitope is VLWAHGFEL. The TCR CDR3 sequence is CASSFGGGYTF. Result: 1 (the TCR binds to the epitope). (3) The epitope is AMFWSVPTV. The TCR CDR3 sequence is CATRTGGNQPQHF. Result: 0 (the TCR does not bind to the epitope). (4) The epitope is RPRGEVRFL. The TCR CDR3 sequence is CASSRLTVDRSDTGELFF. Result: 0 (the TCR does not bind to the epitope). (5) The epitope is LPPIVAKEI. The TCR CDR3 sequence is CASLPGRATEAFF. Result: 0 (the TCR does not bind to the epitope). (6) The epitope is FPPTSFGPL. The TCR CDR3 sequence is CASSLPQGGNTGELFF. Result: 0 (the TCR does not bind to the epitope). (7) The epitope is TPQDLNTML. The TCR CDR3 sequence is CASSLGLREQFF. Result: 1 (the TCR binds to the epitope). (8) The epitope is QECVRGTTVL. Result: 1 (the TCR binds to the epitope). The TCR CDR3 sequence is CASSPTADSSYEQYF. (9) The epitope is KLPDDFTGCV. The TCR CDR3 sequence is CASRGPVTEAFF. Result: 1 (the TCR binds to the epitope).